This data is from NCI-60 drug combinations with 297,098 pairs across 59 cell lines. The task is: Regression. Given two drug SMILES strings and cell line genomic features, predict the synergy score measuring deviation from expected non-interaction effect. Drug 1: CCCCC(=O)OCC(=O)C1(CC(C2=C(C1)C(=C3C(=C2O)C(=O)C4=C(C3=O)C=CC=C4OC)O)OC5CC(C(C(O5)C)O)NC(=O)C(F)(F)F)O. Drug 2: CC=C1C(=O)NC(C(=O)OC2CC(=O)NC(C(=O)NC(CSSCCC=C2)C(=O)N1)C(C)C)C(C)C. Cell line: 786-0. Synergy scores: CSS=12.7, Synergy_ZIP=5.96, Synergy_Bliss=7.04, Synergy_Loewe=-0.941, Synergy_HSA=6.41.